From a dataset of Full USPTO retrosynthesis dataset with 1.9M reactions from patents (1976-2016). Predict the reactants needed to synthesize the given product. (1) Given the product [ClH:8].[NH2:1][CH2:2][C@H:3]([OH:4])[C:5]([O:7][CH3:9])=[O:6], predict the reactants needed to synthesize it. The reactants are: [NH2:1][CH2:2][C@@H:3]([C:5]([OH:7])=[O:6])[OH:4].[ClH:8].[CH3:9]O. (2) The reactants are: Cl[C:2](Cl)([O:4]C(=O)OC(Cl)(Cl)Cl)Cl.[C:13]1([C:33]2[CH:38]=[CH:37][CH:36]=[CH:35][CH:34]=2)[CH:18]=[CH:17][C:16]([NH:19][C:20]2[CH:25]=[N:24][CH:23]=[C:22]3[S:26][C:27]([C:29]([NH:31][NH2:32])=[O:30])=[CH:28][C:21]=23)=[CH:15][CH:14]=1. Given the product [C:13]1([C:33]2[CH:34]=[CH:35][CH:36]=[CH:37][CH:38]=2)[CH:18]=[CH:17][C:16]([NH:19][C:20]2[CH:25]=[N:24][CH:23]=[C:22]3[S:26][C:27]([C:29]4[O:30][C:2](=[O:4])[NH:32][N:31]=4)=[CH:28][C:21]=23)=[CH:15][CH:14]=1, predict the reactants needed to synthesize it. (3) Given the product [C:24]1([C:18]2[C:19]3[CH:20]=[CH:21][C:22]([N:23]=3)=[C:2]([O:59][C:46]3[CH:45]=[CH:44][C:42]4[C:41](=[CH:40][CH:39]=[CH:38][CH:43]=4)[C:47]=3[C:48]3[C:49]([OH:58])=[CH:50][CH:51]=[C:52]4[C:57]=3[CH:56]=[CH:55][CH:54]=[CH:53]4)[C:3]3[NH:7][C:6]([C:8]([C:32]4[CH:37]=[CH:36][CH:35]=[CH:34][CH:33]=4)=[C:9]4[N:31]=[C:12]([CH:13]=[C:14]5[NH:30][C:17]=2[CH:16]=[CH:15]5)[CH:11]=[CH:10]4)=[CH:5][CH:4]=3)[CH:25]=[CH:26][CH:27]=[CH:28][CH:29]=1, predict the reactants needed to synthesize it. The reactants are: Br[C:2]1[C:3]2[NH:7][C:6]([C:8]([C:32]3[CH:37]=[CH:36][CH:35]=[CH:34][CH:33]=3)=[C:9]3[N:31]=[C:12]([CH:13]=[C:14]4[NH:30][C:17](=[C:18]([C:24]5[CH:29]=[CH:28][CH:27]=[CH:26][CH:25]=5)[C:19]5[CH:20]=[CH:21][C:22]=1[N:23]=5)[CH:16]=[CH:15]4)[CH:11]=[CH:10]3)=[CH:5][CH:4]=2.[CH:38]1[CH:43]=[C:42]2[CH:44]=[CH:45][C:46]([OH:59])=[C:47]([C:48]3[C:57]4[C:52](=[CH:53][CH:54]=[CH:55][CH:56]=4)[CH:51]=[CH:50][C:49]=3[OH:58])[C:41]2=[CH:40][CH:39]=1.C1C=CC(P(C2C(OC3C(P(C4C=CC=CC=4)C4C=CC=CC=4)=CC=CC=3)=CC=CC=2)C2C=CC=CC=2)=CC=1.C([O-])([O-])=O.[Cs+].[Cs+]. (4) Given the product [CH2:1]([O:8][C:9]1[CH:16]=[CH:15][C:12](/[CH:13]=[CH:26]/[C:21]([O:23][CH2:24][CH3:25])=[O:22])=[C:11]([O:17][CH:18]([CH3:20])[CH3:19])[CH:10]=1)[C:2]1[CH:7]=[CH:6][CH:5]=[CH:4][CH:3]=1, predict the reactants needed to synthesize it. The reactants are: [CH2:1]([O:8][C:9]1[CH:16]=[CH:15][C:12]([CH:13]=O)=[C:11]([O:17][CH:18]([CH3:20])[CH3:19])[CH:10]=1)[C:2]1[CH:7]=[CH:6][CH:5]=[CH:4][CH:3]=1.[C:21]([CH:26]=P(C1C=CC=CC=1)(C1C=CC=CC=1)C1C=CC=CC=1)([O:23][CH2:24][CH3:25])=[O:22]. (5) Given the product [NH:4]1[CH:8]=[N:7][C:6]([C:1]([O-:10])=[O:2])=[N:5]1.[Na+:3], predict the reactants needed to synthesize it. The reactants are: [CH3:1][O-:2].[Na+:3].[NH:4]1[CH:8]=[N:7][CH:6]=[N:5]1.C[OH:10]. (6) Given the product [OH:22][CH2:21][C:20]1[CH:19]=[CH:18][C:4]([C:5]([NH:7][C:8]2[CH:13]=[CH:12][CH:11]=[C:10]([C:14]([F:17])([F:16])[F:15])[CH:9]=2)=[O:6])=[CH:3][C:2]=1[C:31]1[CH:36]=[CH:35][N:34]=[C:33]([N:37]2[CH2:38][CH2:39][O:40][CH2:41][CH2:42]2)[CH:32]=1, predict the reactants needed to synthesize it. The reactants are: Br[C:2]1[CH:3]=[C:4]([CH:18]=[CH:19][C:20]=1[CH2:21][OH:22])[C:5]([NH:7][C:8]1[CH:13]=[CH:12][CH:11]=[C:10]([C:14]([F:17])([F:16])[F:15])[CH:9]=1)=[O:6].CC1(C)C(C)(C)OB([C:31]2[CH:36]=[CH:35][N:34]=[C:33]([N:37]3[CH2:42][CH2:41][O:40][CH2:39][CH2:38]3)[CH:32]=2)O1. (7) Given the product [CH3:1][O:2][C:3]1[CH:8]=[CH:7][C:6]([O:9][C@@H:30]([CH3:29])[CH2:31][C@H:32]([OH:34])[CH3:33])=[CH:5][CH:4]=1, predict the reactants needed to synthesize it. The reactants are: [CH3:1][O:2][C:3]1[CH:8]=[CH:7][C:6]([OH:9])=[CH:5][CH:4]=1.C1(P(C2C=CC=CC=2)C2C=CC=CC=2)C=CC=CC=1.[CH3:29][C@@H:30](O)[CH2:31][C@H:32]([OH:34])[CH3:33].C(OC(N=NC(OC(C)C)=O)=O)(C)C.C1(C)C=CC=CC=1.